From a dataset of Experimentally validated miRNA-target interactions with 360,000+ pairs, plus equal number of negative samples. Binary Classification. Given a miRNA mature sequence and a target amino acid sequence, predict their likelihood of interaction. The miRNA is mmu-miR-466f-5p with sequence UACGUGUGUGUGCAUGUGCAUG. The protein sequence of the target gene is MRLWSWVLRLGLLSAALGCGLAERPRRVRRDPRAVRPPRPAAGPATCATRAARGRRASPPPPPGGAWEAVRVPRRRQQRAARGAEEPSPPSRALYFSGRGEQLRLRADLELPRDAFTLQVWLRAEGGQKSPAVITGLYDKCSYTSRDRGWVMGIHTTSDQGNRDPRYFFSLKTDRARKVTTIDAHRSYLPGQWVHLAATYDGRLMKLYMNGAQVATSAEQVGGIFSPLTQKCKVLMLGGSALNHNFRGHIEHFSLWKVARTQREIVSDMETRGLHTPLPQLLLQENWDNVKRTWSPMKDG.... Result: 0 (no interaction).